Dataset: NCI-60 drug combinations with 297,098 pairs across 59 cell lines. Task: Regression. Given two drug SMILES strings and cell line genomic features, predict the synergy score measuring deviation from expected non-interaction effect. (1) Drug 1: C1C(C(OC1N2C=C(C(=O)NC2=O)F)CO)O. Drug 2: COCCOC1=C(C=C2C(=C1)C(=NC=N2)NC3=CC=CC(=C3)C#C)OCCOC.Cl. Cell line: OVCAR-4. Synergy scores: CSS=3.68, Synergy_ZIP=-1.56, Synergy_Bliss=0.629, Synergy_Loewe=-0.190, Synergy_HSA=-0.179. (2) Drug 1: CC12CCC(CC1=CCC3C2CCC4(C3CC=C4C5=CN=CC=C5)C)O. Drug 2: CC1C(C(CC(O1)OC2CC(OC(C2O)C)OC3=CC4=CC5=C(C(=O)C(C(C5)C(C(=O)C(C(C)O)O)OC)OC6CC(C(C(O6)C)O)OC7CC(C(C(O7)C)O)OC8CC(C(C(O8)C)O)(C)O)C(=C4C(=C3C)O)O)O)O. Cell line: A549. Synergy scores: CSS=0.975, Synergy_ZIP=-1.41, Synergy_Bliss=-4.45, Synergy_Loewe=-3.30, Synergy_HSA=-5.04. (3) Drug 1: CC1C(C(CC(O1)OC2CC(OC(C2O)C)OC3=CC4=CC5=C(C(=O)C(C(C5)C(C(=O)C(C(C)O)O)OC)OC6CC(C(C(O6)C)O)OC7CC(C(C(O7)C)O)OC8CC(C(C(O8)C)O)(C)O)C(=C4C(=C3C)O)O)O)O. Drug 2: C1=NC2=C(N1)C(=S)N=CN2. Cell line: HCT116. Synergy scores: CSS=82.8, Synergy_ZIP=-4.00, Synergy_Bliss=-5.84, Synergy_Loewe=-5.18, Synergy_HSA=-2.45. (4) Synergy scores: CSS=47.3, Synergy_ZIP=1.68, Synergy_Bliss=-2.89, Synergy_Loewe=-24.2, Synergy_HSA=-5.28. Cell line: K-562. Drug 2: CC1C(C(CC(O1)OC2CC(OC(C2O)C)OC3=CC4=CC5=C(C(=O)C(C(C5)C(C(=O)C(C(C)O)O)OC)OC6CC(C(C(O6)C)O)OC7CC(C(C(O7)C)O)OC8CC(C(C(O8)C)O)(C)O)C(=C4C(=C3C)O)O)O)O. Drug 1: CCN(CC)CCNC(=O)C1=C(NC(=C1C)C=C2C3=C(C=CC(=C3)F)NC2=O)C. (5) Drug 1: C1CCC(C1)C(CC#N)N2C=C(C=N2)C3=C4C=CNC4=NC=N3. Drug 2: COC1=NC(=NC2=C1N=CN2C3C(C(C(O3)CO)O)O)N. Cell line: 786-0. Synergy scores: CSS=5.64, Synergy_ZIP=-2.90, Synergy_Bliss=-1.06, Synergy_Loewe=-0.255, Synergy_HSA=0.140.